This data is from Catalyst prediction with 721,799 reactions and 888 catalyst types from USPTO. The task is: Predict which catalyst facilitates the given reaction. (1) Reactant: C([O:3][C:4]([C:6]1([CH2:9][N:10]([C:14]2[C:19]([N+:20]([O-])=O)=[CH:18][N:17]=[C:16]([Cl:23])[N:15]=2)[CH:11]([CH3:13])[CH3:12])[CH2:8][CH2:7]1)=O)C. Product: [Cl:23][C:16]1[N:17]=[CH:18][C:19]2[NH:20][C:4](=[O:3])[C:6]3([CH2:8][CH2:7]3)[CH2:9][N:10]([CH:11]([CH3:13])[CH3:12])[C:14]=2[N:15]=1. The catalyst class is: 180. (2) Reactant: [CH3:1][C:2]1[CH:7]=[CH:6][C:5]([S:8](Cl)(=[O:10])=[O:9])=[CH:4][CH:3]=1.Cl.[NH:13]1[C:17]([C:18](=[O:20])[CH3:19])=[CH:16][CH:15]=[N:14]1. Product: [CH3:1][C:2]1[CH:7]=[CH:6][C:5]([S:8]([N:14]2[CH:15]=[CH:16][C:17]([C:18](=[O:20])[CH3:19])=[N:13]2)(=[O:10])=[O:9])=[CH:4][CH:3]=1. The catalyst class is: 17. (3) The catalyst class is: 3. Product: [I:1][C:2]1[CH:3]=[CH:4][C:5]([O:6][CH2:7][C:8]([NH:13][C:14]2[CH:15]=[C:16]([CH:20]=[CH:21][CH:22]=2)[C:17]([NH2:19])=[O:18])=[O:10])=[CH:11][CH:12]=1. Reactant: [I:1][C:2]1[CH:12]=[CH:11][C:5]([O:6][CH2:7][C:8]([OH:10])=O)=[CH:4][CH:3]=1.[NH2:13][C:14]1[CH:15]=[C:16]([CH:20]=[CH:21][CH:22]=1)[C:17]([NH2:19])=[O:18].Cl.CN(C)CCCN=C=NCC.ON1C2C=CC=CC=2N=N1.C(N(CC)C(C)C)(C)C. (4) Reactant: N#N.[NH:3]1[C:7]2[CH:8]=[CH:9][CH:10]=[CH:11][C:6]=2[N:5]=[C:4]1[C@H:12]([NH:22][C:23](=[O:37])[NH:24][C@@H:25]1[CH2:29][CH2:28][N:27](C(OC(C)(C)C)=O)[CH2:26]1)[CH2:13][C:14]1[CH:19]=[CH:18][C:17]([O:20][CH3:21])=[CH:16][CH:15]=1.FC(F)(F)S(O[Si](C(C)(C)C)(C)C)(=O)=O. Product: [NH:3]1[C:7]2[CH:8]=[CH:9][CH:10]=[CH:11][C:6]=2[N:5]=[C:4]1[C@H:12]([NH:22][C:23]([NH:24][C@@H:25]1[CH2:29][CH2:28][NH:27][CH2:26]1)=[O:37])[CH2:13][C:14]1[CH:15]=[CH:16][C:17]([O:20][CH3:21])=[CH:18][CH:19]=1. The catalyst class is: 2.